From a dataset of Forward reaction prediction with 1.9M reactions from USPTO patents (1976-2016). Predict the product of the given reaction. (1) Given the reactants C(O[C:6]([N:8](C)[CH:9]([CH3:66])[C:10]([NH:12][CH:13]([C:46](=[O:65])[N:47]1[CH:51]([C:52](=[O:64])[NH:53][CH:54]2[C:63]3[C:58](=[CH:59][CH:60]=[CH:61][CH:62]=3)[CH2:57][CH2:56][CH2:55]2)[CH2:50][S:49][CH2:48]1)[CH2:14][CH2:15][CH2:16][CH2:17][NH:18][C:19](=[O:45])[C:20]1[CH:21]=[C:22]([C:26]([C:29]2[C:30]3[C:35]([O:36][C:37]4[C:42]=2[CH:41]=[CH:40][C:39](=[O:43])[CH:38]=4)=[CH:34][C:33]([OH:44])=[CH:32][CH:31]=3)=[CH:27][CH:28]=1)[C:23]([OH:25])=[O:24])=[O:11])=O)(C)(C)C.C(O)(C(F)(F)F)=O, predict the reaction product. The product is: [OH:43][C:39]1[CH:38]=[C:37]2[C:42](=[CH:41][CH:40]=1)[C:29]([C:26]1[C:22]([C:23]([OH:25])=[O:24])=[CH:21][C:20]([C:19]([NH:18][CH2:17][CH2:16][CH2:15][CH2:14][CH:13]([NH:12][C:10](=[O:11])[CH:9]([NH:8][CH3:6])[CH3:66])[C:46](=[O:65])[N:47]3[CH:51]([C:52](=[O:64])[NH:53][CH:54]4[C:63]5[C:58](=[CH:59][CH:60]=[CH:61][CH:62]=5)[CH2:57][CH2:56][CH2:55]4)[CH2:50][S:49][CH2:48]3)=[O:45])=[CH:28][CH:27]=1)=[C:30]1[C:35](=[CH:34][C:33](=[O:44])[CH:32]=[CH:31]1)[O:36]2. (2) Given the reactants [CH3:1][C:2]1([CH3:22])[C@@H:5]([C:6]([N:8]2[CH2:13][CH2:12][CH2:11][CH2:10][CH2:9]2)=[O:7])[CH2:4][C@H:3]1[NH:14]C(=O)OC(C)(C)C.CCN(CC)CC, predict the reaction product. The product is: [NH2:14][C@@H:3]1[CH2:4][C@H:5]([C:6]([N:8]2[CH2:13][CH2:12][CH2:11][CH2:10][CH2:9]2)=[O:7])[C:2]1([CH3:22])[CH3:1]. (3) Given the reactants [CH3:1][C:2]1([CH3:27])[CH2:11][C:10]2[C:5](=[CH:6][CH:7]=[C:8]([C:12]([O:14]C)=[O:13])[CH:9]=2)[NH:4][CH:3]1[C:16]1[CH:21]=[CH:20][C:19]([S:22](=[O:26])(=[O:25])[NH:23][CH3:24])=[CH:18][CH:17]=1.[OH-].[Na+], predict the reaction product. The product is: [CH3:1][C:2]1([CH3:27])[CH2:11][C:10]2[C:5](=[CH:6][CH:7]=[C:8]([C:12]([OH:14])=[O:13])[CH:9]=2)[NH:4][CH:3]1[C:16]1[CH:21]=[CH:20][C:19]([S:22](=[O:26])(=[O:25])[NH:23][CH3:24])=[CH:18][CH:17]=1. (4) Given the reactants [CH:1]1([C:4]2[CH:32]=[CH:31][C:7]([CH2:8][O:9][C:10]3[CH:15]=[CH:14][C:13]([CH:16]4[CH2:19][N:18]([C:20]([C:22]5[CH:27]=[C:26]([OH:28])[CH:25]=[CH:24][N:23]=5)=[O:21])[CH2:17]4)=[CH:12][C:11]=3[O:29][CH3:30])=[CH:6][CH:5]=2)[CH2:3][CH2:2]1.Cl.C1(C2C=CC([CH2:54][O:53][C:44]3[CH:45]=CC(C4CNC4)=[CH:45][C:44]=3[O:53][CH3:54])=CC=2)CC1.S(C1C=CC([N+]([O-])=O)=CC=1)(OC[C@@H]1OC1)(=O)=O.C([O-])([O-])=O.[K+].[K+], predict the reaction product. The product is: [CH:1]1([C:4]2[CH:32]=[CH:31][C:7]([CH2:8][O:9][C:10]3[CH:15]=[CH:14][C:13]([CH:16]4[CH2:19][N:18]([C:20]([C:22]5[CH:27]=[C:26]([O:28][CH2:45][C@H:44]6[CH2:54][O:53]6)[CH:25]=[CH:24][N:23]=5)=[O:21])[CH2:17]4)=[CH:12][C:11]=3[O:29][CH3:30])=[CH:6][CH:5]=2)[CH2:3][CH2:2]1.